From a dataset of Reaction yield outcomes from USPTO patents with 853,638 reactions. Predict the reaction yield, written as a fraction of the theoretical maximum amount of product (1.0 means a 100% yield; for example, 0.34 means a 34% yield). (1) The reactants are [CH3:1][O:2][CH2:3][O:4][C:5]1[CH:6]=[C:7]([CH:10]=[C:11]([O:22][CH2:23][O:24][CH3:25])[C:12]=1[CH2:13]/[CH:14]=[CH:15]/[C:16]1[CH:21]=[CH:20][CH:19]=[CH:18][CH:17]=1)[CH:8]=[O:9].[OH-:26].[Na+]. The catalyst is CO.O.[N+]([O-])([O-])=O.[Ag+]. The product is [CH3:25][O:24][CH2:23][O:22][C:11]1[CH:10]=[C:7]([CH:6]=[C:5]([O:4][CH2:3][O:2][CH3:1])[C:12]=1[CH2:13]/[CH:14]=[CH:15]/[C:16]1[CH:17]=[CH:18][CH:19]=[CH:20][CH:21]=1)[C:8]([OH:26])=[O:9]. The yield is 0.620. (2) The reactants are C(NC(C)C)(C)C.[Br:8][C:9]1[CH:14]=[CH:13][C:12]([O:15][CH3:16])=[C:11]([F:17])[CH:10]=1.CN([CH:21]=[O:22])C. The catalyst is C1COCC1. The product is [Br:8][C:9]1[C:10]([CH:21]=[O:22])=[C:11]([F:17])[C:12]([O:15][CH3:16])=[CH:13][CH:14]=1. The yield is 0.580. (3) The reactants are Cl.C[O:3][CH:4](OC)[C:5]1[CH:10]=[CH:9][N:8]=[C:7]([NH2:11])[N:6]=1.C([O-])([O-])=O.[Na+].[Na+].[BH4-].[Na+].[OH-].[Na+]. The catalyst is CO.C1COCC1.O.CCOC(C)=O. The product is [NH2:11][C:7]1[N:6]=[C:5]([CH2:4][OH:3])[CH:10]=[CH:9][N:8]=1. The yield is 0.0700. (4) The reactants are [C:1]([C:5]1[CH:17]=[CH:16][C:15]2[C:14]3[C:9](=[CH:10][C:11]([C:18]([CH3:21])([CH3:20])[CH3:19])=[CH:12][CH:13]=3)[CH2:8][C:7]=2[CH:6]=1)([CH3:4])([CH3:3])[CH3:2].C([Li])CCC.[CH2:27]([O:30][C:31]1[C:36]([C:37]([CH3:40])([CH3:39])[CH3:38])=[CH:35][C:34]([CH3:41])=[CH:33][C:32]=1[Si:42](Cl)([CH2:46][CH2:47][CH3:48])[CH2:43][CH2:44][CH3:45])[CH:28]=[CH2:29].C(=O)([O-])O.[Na+].C(=O)([O-])[O-].[Na+].[Na+]. The catalyst is C1COCC1.C(OCC)(=O)C.CCCCCC.C(N(CC)CC)C.C1(C)C=CC=CC=1. The product is [CH2:27]([O:30][C:31]1[C:36]([C:37]([CH3:38])([CH3:39])[CH3:40])=[CH:35][C:34]([CH3:41])=[CH:33][C:32]=1[Si:42]([CH:8]1[C:7]2[CH:6]=[C:5]([C:1]([CH3:4])([CH3:3])[CH3:2])[CH:17]=[CH:16][C:15]=2[C:14]2[C:9]1=[CH:10][C:11]([C:18]([CH3:21])([CH3:20])[CH3:19])=[CH:12][CH:13]=2)([CH2:43][CH2:44][CH3:45])[CH2:46][CH2:47][CH3:48])[CH:28]=[CH2:29]. The yield is 0.207.